This data is from Forward reaction prediction with 1.9M reactions from USPTO patents (1976-2016). The task is: Predict the product of the given reaction. Given the reactants [C:1]1([C:7]#[C:8][C:9]2[CH:10]=[CH:11][C:12]([CH2:15]O)=[N:13][CH:14]=2)[CH:6]=[CH:5][CH:4]=[CH:3][CH:2]=1.[CH3:17][C:18]1([CH3:24])[CH2:22][NH:21][C:20](=[O:23])[CH2:19]1, predict the reaction product. The product is: [CH3:17][C:18]1([CH3:24])[CH2:22][N:21]([CH2:15][C:12]2[CH:11]=[CH:10][C:9]([C:8]#[C:7][C:1]3[CH:2]=[CH:3][CH:4]=[CH:5][CH:6]=3)=[CH:14][N:13]=2)[C:20](=[O:23])[CH2:19]1.